Dataset: NCI-60 drug combinations with 297,098 pairs across 59 cell lines. Task: Regression. Given two drug SMILES strings and cell line genomic features, predict the synergy score measuring deviation from expected non-interaction effect. (1) Drug 1: CCC1(CC2CC(C3=C(CCN(C2)C1)C4=CC=CC=C4N3)(C5=C(C=C6C(=C5)C78CCN9C7C(C=CC9)(C(C(C8N6C)(C(=O)OC)O)OC(=O)C)CC)OC)C(=O)OC)O.OS(=O)(=O)O. Drug 2: CCC1(C2=C(COC1=O)C(=O)N3CC4=CC5=C(C=CC(=C5CN(C)C)O)N=C4C3=C2)O.Cl. Cell line: HOP-62. Synergy scores: CSS=23.3, Synergy_ZIP=5.79, Synergy_Bliss=8.20, Synergy_Loewe=-8.01, Synergy_HSA=0.804. (2) Drug 1: CC(C)(C#N)C1=CC(=CC(=C1)CN2C=NC=N2)C(C)(C)C#N. Drug 2: CN(CC1=CN=C2C(=N1)C(=NC(=N2)N)N)C3=CC=C(C=C3)C(=O)NC(CCC(=O)O)C(=O)O. Cell line: HOP-92. Synergy scores: CSS=24.0, Synergy_ZIP=-3.59, Synergy_Bliss=-0.133, Synergy_Loewe=-6.70, Synergy_HSA=0.896. (3) Drug 1: C1=CC(=CC=C1C#N)C(C2=CC=C(C=C2)C#N)N3C=NC=N3. Drug 2: CC1C(C(CC(O1)OC2CC(CC3=C2C(=C4C(=C3O)C(=O)C5=C(C4=O)C(=CC=C5)OC)O)(C(=O)CO)O)N)O.Cl. Cell line: NCI-H460. Synergy scores: CSS=43.7, Synergy_ZIP=2.19, Synergy_Bliss=1.31, Synergy_Loewe=-9.05, Synergy_HSA=2.04.